Dataset: Reaction yield outcomes from USPTO patents with 853,638 reactions. Task: Predict the reaction yield, written as a fraction of the theoretical maximum amount of product (1.0 means a 100% yield; for example, 0.34 means a 34% yield). The reactants are [H-].[Na+].[NH2:3][C@@H:4]1[C:13]2[C:8](=[CH:9][CH:10]=[CH:11][CH:12]=2)[C@H:7]([OH:14])[CH2:6][CH2:5]1.F[C:16]1[CH:17]=[CH:18][C:19]2[N:20]([C:22]([C@H:25]3[CH2:30][O:29][CH2:28][CH2:27][N:26]3[CH3:31])=[N:23][N:24]=2)[CH:21]=1.N. The catalyst is CN(C=O)C.CO.C(Cl)Cl. The product is [CH3:31][N:26]1[CH2:27][CH2:28][O:29][CH2:30][C@@H:25]1[C:22]1[N:20]2[CH:21]=[C:16]([O:14][C@H:7]3[C:8]4[C:13](=[CH:12][CH:11]=[CH:10][CH:9]=4)[C@@H:4]([NH2:3])[CH2:5][CH2:6]3)[CH:17]=[CH:18][C:19]2=[N:24][N:23]=1. The yield is 0.260.